From a dataset of Experimentally validated miRNA-target interactions with 360,000+ pairs, plus equal number of negative samples. Binary Classification. Given a miRNA mature sequence and a target amino acid sequence, predict their likelihood of interaction. The miRNA is bta-miR-221 with sequence AGCUACAUUGUCUGCUGGGUUU. The protein sequence of the target gene is MAALAEEQTEVAVKLEPEGPPTLLPPQAGDGAGEGSGGTTNNGPNGGGGNVAASSSTGGDGGTPKPTVAVSAAAPAGAAPVPAAAPDAGAPHDRQTLLAVLQFLRQSKLREAEEALRREAGLLEEAVAGSGAPGEVDSAGAEVTSALLSRVTASAPGPAAPDPPGTGASGATVVSGSASGPAAPGKVGSVAVEDQPDVSAVLSAYNQQGDPTMYEEYYSGLKHFIECSLDCHRAELSQLFYPLFVHMYLELVYNQHENEAKSFFEKFHGDQECYYQDDLRVLSSLTKKEHMKGNETMLDF.... Result: 0 (no interaction).